Dataset: Catalyst prediction with 721,799 reactions and 888 catalyst types from USPTO. Task: Predict which catalyst facilitates the given reaction. (1) Reactant: [Cl:1][C:2]1[C:9]([CH3:10])=[CH:8][CH:7]=[CH:6][C:3]=1[CH:4]=O.Cl.[NH2:12]O.[OH-].[Na+].O. Product: [C:4]([C:3]1[CH:6]=[CH:7][CH:8]=[C:9]([CH3:10])[C:2]=1[Cl:1])#[N:12]. The catalyst class is: 8. (2) Reactant: CN(C)CCO.C([Li])CCC.[C:12]1([C:18]2[CH:23]=[CH:22][N:21]=[CH:20][CH:19]=2)[CH:17]=[CH:16][CH:15]=[CH:14][CH:13]=1.C(Br)(Br)(Br)[Br:25]. Product: [Br:25][C:22]1[CH:23]=[C:18]([C:12]2[CH:13]=[CH:14][CH:15]=[CH:16][CH:17]=2)[CH:19]=[CH:20][N:21]=1. The catalyst class is: 805. (3) Reactant: [Cl:1][C:2]1[CH:7]=[CH:6][C:5]([N:8]([C@H:12]2[C:21]3[C:16](=[CH:17][CH:18]=[CH:19][CH:20]=3)[N:15]([C:22](=[O:30])[C:23]3[CH:28]=[CH:27][C:26]([OH:29])=[CH:25][CH:24]=3)[C@@H:14]([CH3:31])[CH2:13]2)[C:9](=[O:11])[CH3:10])=[CH:4][CH:3]=1.C([O-])([O-])=O.[K+].[K+].Br[CH2:39][CH2:40][CH2:41][N:42]1[CH:46]=[CH:45][N:44]=[CH:43]1. Product: [Cl:1][C:2]1[CH:3]=[CH:4][C:5]([N:8]([C@H:12]2[C:21]3[C:16](=[CH:17][CH:18]=[CH:19][CH:20]=3)[N:15]([C:22](=[O:30])[C:23]3[CH:24]=[CH:25][C:26]([O:29][CH2:39][CH2:40][CH2:41][N:42]4[CH:46]=[CH:45][N:44]=[CH:43]4)=[CH:27][CH:28]=3)[C@@H:14]([CH3:31])[CH2:13]2)[C:9](=[O:11])[CH3:10])=[CH:6][CH:7]=1. The catalyst class is: 3. (4) Reactant: [OH-].[Na+].[CH2:3]([O:10][C:11]1[C:26]([C:27]2[CH:28]=[N:29][CH:30]=[CH:31][CH:32]=2)=[CH:25][CH:24]=[CH:23][C:12]=1[C:13]([O:15]CC1C=CC=CC=1)=[O:14])[C:4]1[CH:9]=[CH:8][CH:7]=[CH:6][CH:5]=1. Product: [CH2:3]([O:10][C:11]1[C:26]([C:27]2[CH:28]=[N:29][CH:30]=[CH:31][CH:32]=2)=[CH:25][CH:24]=[CH:23][C:12]=1[C:13]([OH:15])=[O:14])[C:4]1[CH:5]=[CH:6][CH:7]=[CH:8][CH:9]=1. The catalyst class is: 169.